Dataset: Catalyst prediction with 721,799 reactions and 888 catalyst types from USPTO. Task: Predict which catalyst facilitates the given reaction. (1) Reactant: [F:1][C:2]([F:11])([F:10])[C:3]1[S:7][CH:6]=[N:5][C:4]=1[CH2:8][OH:9].N1C=CN=C1.[C:17]([Si:21](Cl)([CH3:23])[CH3:22])([CH3:20])([CH3:19])[CH3:18]. Product: [Si:21]([O:9][CH2:8][C:4]1[N:5]=[CH:6][S:7][C:3]=1[C:2]([F:1])([F:10])[F:11])([C:17]([CH3:20])([CH3:19])[CH3:18])([CH3:23])[CH3:22]. The catalyst class is: 4. (2) Reactant: [CH3:1][O:2][C:3]1[CH:4]=[C:5]([NH:11][C:12]2[N:17]=[C:16]([NH:18][CH2:19][CH:20]3[CH2:24][CH2:23][NH:22][CH2:21]3)[N:15]3[CH:25]=[CH:26][N:27]=[C:14]3[C:13]=2[C:28]([NH2:30])=[O:29])[CH:6]=[C:7]([O:9][CH3:10])[CH:8]=1.[C:31]([CH2:33][C:34](O)=[O:35])#[N:32].C1C=CC2N(O)N=NC=2C=1.CCN=C=NCCCN(C)C.CCN(C(C)C)C(C)C. Product: [C:31]([CH2:33][C:34]([N:22]1[CH2:23][CH2:24][CH:20]([CH2:19][NH:18][C:16]2[N:15]3[CH:25]=[CH:26][N:27]=[C:14]3[C:13]([C:28]([NH2:30])=[O:29])=[C:12]([NH:11][C:5]3[CH:4]=[C:3]([O:2][CH3:1])[CH:8]=[C:7]([O:9][CH3:10])[CH:6]=3)[N:17]=2)[CH2:21]1)=[O:35])#[N:32]. The catalyst class is: 2.